This data is from Forward reaction prediction with 1.9M reactions from USPTO patents (1976-2016). The task is: Predict the product of the given reaction. (1) Given the reactants [Li].[Cl:2][C:3]1[CH:4]=[C:5]([C:10]([O-])=[CH:11][C:12](=O)[C:13]([O:15]CC)=[O:14])[CH:6]=[C:7]([F:9])[CH:8]=1.Cl.[N:21]1[CH:26]=[CH:25][CH:24]=[C:23]([NH:27][NH2:28])[CH:22]=1.ClC1C=C(N2C(C3C=C(OC(F)(F)F)C=C(F)C=3)=CC(C(O)=O)=N2)C=CC=1F, predict the reaction product. The product is: [Cl:2][C:3]1[CH:4]=[C:5]([C:10]2[N:27]([C:23]3[CH:22]=[N:21][CH:26]=[CH:25][CH:24]=3)[N:28]=[C:12]([C:13]([OH:15])=[O:14])[CH:11]=2)[CH:6]=[C:7]([F:9])[CH:8]=1. (2) Given the reactants Cl.[O:2]1[CH2:6][CH2:5][CH:4]([CH2:7][NH2:8])[CH2:3]1.C(N(CC)CC)C.[CH:16]1([CH2:21][O:22][CH2:23][C:24]2[O:28][N:27]=[C:26]([C:29](O)=[O:30])[CH:25]=2)[CH2:20][CH2:19][CH2:18][CH2:17]1.ON1C2C=CC=CC=2N=N1.Cl.C(N=C=NCCCN(C)C)C.Cl, predict the reaction product. The product is: [O:2]1[CH2:6][CH2:5][CH:4]([CH2:7][NH:8][C:29]([C:26]2[CH:25]=[C:24]([CH2:23][O:22][CH2:21][CH:16]3[CH2:20][CH2:19][CH2:18][CH2:17]3)[O:28][N:27]=2)=[O:30])[CH2:3]1. (3) Given the reactants [Cl:1][C:2]1[N:7]=[CH:6][N:5]=[C:4]([C:8](Cl)=[O:9])[CH:3]=1.[CH3:11][C:12]1[CH:13]=[CH:14][CH:15]=[C:16]2[C:20]=1[NH:19][C:18](=[O:21])[CH2:17]2.[Cl-].[Cl-].[Cl-].[Al+3], predict the reaction product. The product is: [Cl:1][C:2]1[N:7]=[CH:6][N:5]=[C:4]([C:8]([C:14]2[CH:15]=[C:16]3[C:20](=[C:12]([CH3:11])[CH:13]=2)[NH:19][C:18](=[O:21])[CH2:17]3)=[O:9])[CH:3]=1. (4) Given the reactants FC(F)(F)S(O[C:7]1[CH:12]=[C:11]([O:13][CH:14]2[CH2:19][CH2:18][CH2:17][CH2:16][O:15]2)[CH:10]=[C:9]([CH3:20])[C:8]=1[CH:21]=[O:22])(=O)=O.[CH3:25][C:26]1([CH3:42])[C:30]([CH3:32])([CH3:31])[O:29][B:28]([B:28]2[O:29][C:30]([CH3:32])([CH3:31])[C:26]([CH3:42])([CH3:25])[O:27]2)[O:27]1.CC(O[K])=O, predict the reaction product. The product is: [CH3:20][C:9]1[CH:10]=[C:11]([O:13][CH:14]2[CH2:19][CH2:18][CH2:17][CH2:16][O:15]2)[CH:12]=[C:7]([B:28]2[O:29][C:30]([CH3:32])([CH3:31])[C:26]([CH3:42])([CH3:25])[O:27]2)[C:8]=1[CH:21]=[O:22]. (5) Given the reactants [CH2:1]([O:3][C:4]([N:6]1[C:15]2[C:10](=[CH:11][C:12]([O:18][CH3:19])=[C:13]([O:16][CH3:17])[CH:14]=2)[CH:9]([CH:20]([C:22]2[CH:27]=[C:26]([C:28]([F:31])([F:30])[F:29])[CH:25]=[C:24]([C:32]([F:35])([F:34])[F:33])[CH:23]=2)O)[CH2:8][CH:7]1[CH3:36])=[O:5])[CH3:2].C(N(S(F)(F)[F:43])CC)C, predict the reaction product. The product is: [CH2:1]([O:3][C:4]([N:6]1[C:15]2[C:10](=[CH:11][C:12]([O:18][CH3:19])=[C:13]([O:16][CH3:17])[CH:14]=2)[CH:9]([CH:20]([C:22]2[CH:23]=[C:24]([C:32]([F:33])([F:35])[F:34])[CH:25]=[C:26]([C:28]([F:30])([F:31])[F:29])[CH:27]=2)[F:43])[CH2:8][CH:7]1[CH3:36])=[O:5])[CH3:2]. (6) Given the reactants [S:1]1[CH:5]=[CH:4][C:3]2=[CH:6][C:7]3[S:8][CH:9]=[CH:10][C:11]=3[CH:12]=[C:2]12.[CH2:13]([Li])[CH2:14][CH2:15][CH3:16].[CH2:18]([Sn:22](Cl)([CH2:27][CH2:28][CH2:29][CH3:30])[CH2:23][CH2:24][CH2:25][CH3:26])[CH2:19][CH2:20][CH3:21].CC[CH2:34][CH2:35][CH2:36][CH3:37], predict the reaction product. The product is: [CH2:13]([Sn:22]([CH2:34][CH2:35][CH2:36][CH3:37])([CH2:18][CH2:19][CH2:20][CH3:21])[C:5]1[S:1][C:2]2=[CH:12][C:11]3[CH:10]=[C:9]([Sn:22]([CH2:27][CH2:28][CH2:29][CH3:30])([CH2:23][CH2:24][CH2:25][CH3:26])[CH2:18][CH2:19][CH2:20][CH3:21])[S:8][C:7]=3[CH:6]=[C:3]2[CH:4]=1)[CH2:14][CH2:15][CH3:16]. (7) Given the reactants [CH2:1]([O:3][C:4]([C:6]1[CH:7]=[C:8]([C:12]2[CH2:13][CH2:14][N:15]([C:18]([O:20][C:21]([CH3:24])([CH3:23])[CH3:22])=[O:19])[CH2:16][CH:17]=2)[CH:9]=[CH:10][CH:11]=1)=[O:5])[CH3:2], predict the reaction product. The product is: [CH2:1]([O:3][C:4]([C:6]1[CH:7]=[C:8]([CH:12]2[CH2:17][CH2:16][N:15]([C:18]([O:20][C:21]([CH3:22])([CH3:24])[CH3:23])=[O:19])[CH2:14][CH2:13]2)[CH:9]=[CH:10][CH:11]=1)=[O:5])[CH3:2].